Dataset: Peptide-MHC class II binding affinity with 134,281 pairs from IEDB. Task: Regression. Given a peptide amino acid sequence and an MHC pseudo amino acid sequence, predict their binding affinity value. This is MHC class II binding data. (1) The peptide sequence is ALISKYAGINVLN. The MHC is DRB1_0401 with pseudo-sequence DRB1_0401. The binding affinity (normalized) is 0.213. (2) The peptide sequence is AADHAAPEDKYEAFV. The MHC is DRB1_1101 with pseudo-sequence DRB1_1101. The binding affinity (normalized) is 0.0737. (3) The peptide sequence is TALTGAMRVTKDTND. The MHC is HLA-DQA10201-DQB10303 with pseudo-sequence HLA-DQA10201-DQB10303. The binding affinity (normalized) is 0.524. (4) The peptide sequence is SHELMTMTRPILRLL. The MHC is DRB1_1501 with pseudo-sequence DRB1_1501. The binding affinity (normalized) is 0.393. (5) The peptide sequence is EKYYFAATQFEPLAA. The MHC is DRB1_0701 with pseudo-sequence DRB1_0701. The binding affinity (normalized) is 0.787. (6) The peptide sequence is RQLIKTDISMSMPKF. The MHC is HLA-DQA10101-DQB10501 with pseudo-sequence HLA-DQA10101-DQB10501. The binding affinity (normalized) is 0.188. (7) The peptide sequence is DESGLNISGYNYSLS. The MHC is DRB1_0101 with pseudo-sequence DRB1_0101. The binding affinity (normalized) is 0.555.